Task: Predict the product of the given reaction.. Dataset: Forward reaction prediction with 1.9M reactions from USPTO patents (1976-2016) (1) The product is: [CH3:1][N:2]([CH3:18])[C:3]([C:5]1[S:6][C:7]2[N:8]=[CH:9][N:10]=[C:11]([NH:28][C:26]3[CH:27]=[C:22]4[CH:21]=[N:20][NH:19][C:23]4=[N:24][CH:25]=3)[C:12]=2[N:13]=1)=[O:4]. Given the reactants [CH3:1][N:2]([CH3:18])[C:3]([C:5]1[S:6][C:7]2[N:8]=[CH:9][N:10]=[C:11](S(C)(=O)=O)[C:12]=2[N:13]=1)=[O:4].[NH:19]1[C:23]2=[N:24][CH:25]=[C:26]([NH2:28])[CH:27]=[C:22]2[CH:21]=[N:20]1, predict the reaction product. (2) Given the reactants [CH3:1][O-].[Na+].CO[C:6](=O)[CH2:7][C:8]([O:10][CH3:11])=[O:9].C([O:18][CH3:19])(=O)/C=C/C.[C:20]([OH:23])(=O)[CH3:21].[CH:24]([NH2:26])=[NH:25].Cl, predict the reaction product. The product is: [OH:23][C:20]1[C:21]([CH:6]([CH3:1])[CH2:7][C:8]([O:10][CH3:11])=[O:9])=[C:19]([OH:18])[N:26]=[CH:24][N:25]=1.